Dataset: Reaction yield outcomes from USPTO patents with 853,638 reactions. Task: Predict the reaction yield, written as a fraction of the theoretical maximum amount of product (1.0 means a 100% yield; for example, 0.34 means a 34% yield). (1) The reactants are [F:1][C:2]1[CH:10]=[CH:9][C:5]([C:6](O)=[O:7])=[CH:4][CH:3]=1.C(N(C(C)C)CC)(C)C.C1C=CC2N(O)N=NC=2C=1.CN([C:33]([O:37][N:38]1N=NC2C=CC=C[C:39]1=2)=[N+](C)C)C.F[P-](F)(F)(F)(F)F.Cl.CNOC. The catalyst is CN(C=O)C.CCOC(C)=O. The product is [F:1][C:2]1[CH:10]=[CH:9][C:5]([C:6]([N:38]([O:37][CH3:33])[CH3:39])=[O:7])=[CH:4][CH:3]=1. The yield is 0.790. (2) The reactants are FC(F)(F)C(O)=O.C([O:12][C:13]([CH2:15][CH:16]([NH:31][C:32](=[O:46])[CH:33]([N:35]1[CH:44]=[CH:43][C:42]2[C:37](=[CH:38][CH:39]=[CH:40][CH:41]=2)[C:36]1=[O:45])[CH3:34])[C:17](=[O:30])[CH2:18][O:19][C:20](=[O:29])[C:21]1[C:26]([Cl:27])=[CH:25][CH:24]=[CH:23][C:22]=1[Cl:28])=[O:14])(C)(C)C. The product is [C:13]([CH2:15][CH:16]([NH:31][C:32](=[O:46])[CH:33]([N:35]1[CH:44]=[CH:43][C:42]2[C:37](=[CH:38][CH:39]=[CH:40][CH:41]=2)[C:36]1=[O:45])[CH3:34])[C:17](=[O:30])[CH2:18][O:19][C:20](=[O:29])[C:21]1[C:22]([Cl:28])=[CH:23][CH:24]=[CH:25][C:26]=1[Cl:27])([OH:14])=[O:12]. The catalyst is ClCCl. The yield is 0.160.